Dataset: Catalyst prediction with 721,799 reactions and 888 catalyst types from USPTO. Task: Predict which catalyst facilitates the given reaction. (1) Reactant: [S:1]1[CH:5]=[CH:4][CH:3]=[C:2]1[CH:6]1[C:12](=O)[NH:11][C:10]2[N:14]=[CH:15][CH:16]=[CH:17][C:9]=2[C:8]([C:18]2[S:19][CH:20]=[CH:21][CH:22]=2)=[N:7]1.COC1C=CC(P2(SP(C3C=CC(OC)=CC=3)(=S)S2)=[S:32])=CC=1. Product: [S:1]1[CH:5]=[CH:4][CH:3]=[C:2]1[CH:6]1[C:12](=[S:32])[NH:11][C:10]2[N:14]=[CH:15][CH:16]=[CH:17][C:9]=2[C:8]([C:18]2[S:19][CH:20]=[CH:21][CH:22]=2)=[N:7]1. The catalyst class is: 12. (2) Reactant: [NH2:1][C:2]1[CH:3]=[C:4]([CH:8]=[CH:9][C:10]=1[O:11][CH3:12])[C:5]([OH:7])=[O:6].C(N(CC)CC)C.[C:20](Cl)(=[O:23])[CH2:21][CH3:22]. Product: [C:20]([NH:1][C:2]1[CH:3]=[C:4]([CH:8]=[CH:9][C:10]=1[O:11][CH3:12])[C:5]([OH:7])=[O:6])(=[O:23])[CH2:21][CH3:22]. The catalyst class is: 7. (3) Reactant: [CH3:1][C:2]1[CH:7]=[CH:6][N:5]=[CH:4][C:3]=1[N:8]1[CH2:12][CH2:11][NH:10][C:9]1=[O:13].Br[C:15]1[CH:22]=[CH:21][C:18]([C:19]#[N:20])=[CH:17][CH:16]=1.N[C@@H]1CCCC[C@H]1N.C(=O)([O-])[O-].[K+].[K+]. Product: [CH3:1][C:2]1[CH:7]=[CH:6][N:5]=[CH:4][C:3]=1[N:8]1[CH2:12][CH2:11][N:10]([C:15]2[CH:22]=[CH:21][C:18]([C:19]#[N:20])=[CH:17][CH:16]=2)[C:9]1=[O:13]. The catalyst class is: 246. (4) Reactant: [Li+].[Br-:2].C(ON=O)(C)(C)C.N[C:11]1[C:12]([O:29][CH3:30])=[N:13][CH:14]=[C:15]([CH2:27][OH:28])[C:16]=1[O:17][C:18]1[CH:19]=[C:20]([CH:23]=[C:24]([Cl:26])[CH:25]=1)[C:21]#[N:22].Br. Product: [Br:2][C:11]1[C:12]([O:29][CH3:30])=[N:13][CH:14]=[C:15]([CH2:27][OH:28])[C:16]=1[O:17][C:18]1[CH:19]=[C:20]([CH:23]=[C:24]([Cl:26])[CH:25]=1)[C:21]#[N:22]. The catalyst class is: 115. (5) Reactant: [CH:1]([CH:4]1[NH:8][C:7](=[O:9])[C:6]([CH3:11])([CH3:10])[C:5]1=[O:12])([CH3:3])[CH3:2].Br[C:14]1[CH:21]=[CH:20][C:17]([C:18]#[N:19])=[C:16]([Cl:22])[CH:15]=1.C(=O)([O-])[O-].[Cs+].[Cs+].C1(P(C2C=CC=CC=2)C2C3OC4C(=CC=CC=4P(C4C=CC=CC=4)C4C=CC=CC=4)C(C)(C)C=3C=CC=2)C=CC=CC=1. Product: [Cl:22][C:16]1[CH:15]=[C:14]([N:8]2[CH:4]([CH:1]([CH3:3])[CH3:2])[C:5](=[O:12])[C:6]([CH3:10])([CH3:11])[C:7]2=[O:9])[CH:21]=[CH:20][C:17]=1[C:18]#[N:19]. The catalyst class is: 110.